This data is from Catalyst prediction with 721,799 reactions and 888 catalyst types from USPTO. The task is: Predict which catalyst facilitates the given reaction. (1) Reactant: [CH:1]1([N:6]([S:14]([C:17]2[CH:22]=[CH:21][CH:20]=[CH:19][C:18]=2[N+:23]([O-:25])=[O:24])(=[O:16])=[O:15])[C:7](=[O:13])[O:8][C:9]([CH3:12])([CH3:11])[CH3:10])[CH2:5][CH2:4][CH:3]=[CH:2]1.C([O-])(O)=[O:27].[Na+].ClC1C=C(C=CC=1)C(OO)=O. Product: [C@H:2]12[O:27][C@H:3]1[CH2:4][CH2:5][C@@H:1]2[N:6]([S:14]([C:17]1[CH:22]=[CH:21][CH:20]=[CH:19][C:18]=1[N+:23]([O-:25])=[O:24])(=[O:16])=[O:15])[C:7](=[O:13])[O:8][C:9]([CH3:12])([CH3:11])[CH3:10]. The catalyst class is: 2. (2) Reactant: Br[C:2]1[CH:3]=[C:4]2[C:9](=[CH:10][CH:11]=1)[C:8](=[O:12])[NH:7][N:6]=[C:5]2[Cl:13].[O:14]1[CH2:19][CH2:18][N:17]([C:20]2[CH:27]=[CH:26][CH:25]=[CH:24][C:21]=2[CH2:22][NH2:23])[CH2:16][CH2:15]1.C1C=CC(P(C2C(C3C(P(C4C=CC=CC=4)C4C=CC=CC=4)=CC=C4C=3C=CC=C4)=C3C(C=CC=C3)=CC=2)C2C=CC=CC=2)=CC=1.CC([O-])(C)C.[Na+]. Product: [Cl:13][C:5]1[CH:4]2[CH:9]([CH:10]=[CH:11][C:2]([NH:23][CH2:22][C:21]3[CH:24]=[CH:25][CH:26]=[CH:27][C:20]=3[N:17]3[CH2:18][CH2:19][O:14][CH2:15][CH2:16]3)=[CH:3]2)[C:8](=[O:12])[NH:7][N:6]=1. The catalyst class is: 686. (3) Reactant: Cl[C:2]1[N:7]=[C:6]([C:8]2[S:12][C:11]([CH:13]([CH3:15])[CH3:14])=[N:10][C:9]=2[C:16]2[CH:17]=[C:18]([NH:22][S:23]([C:26]3[CH:31]=[CH:30][CH:29]=[C:28]([F:32])[CH:27]=3)(=[O:25])=[O:24])[CH:19]=[CH:20][CH:21]=2)[CH:5]=[CH:4][N:3]=1.[CH:33]1([NH2:36])[CH2:35][CH2:34]1.C([O-])([O-])=O.[K+].[K+]. Product: [CH:33]1([NH:36][C:2]2[N:7]=[C:6]([C:8]3[S:12][C:11]([CH:13]([CH3:15])[CH3:14])=[N:10][C:9]=3[C:16]3[CH:17]=[C:18]([NH:22][S:23]([C:26]4[CH:31]=[CH:30][CH:29]=[C:28]([F:32])[CH:27]=4)(=[O:25])=[O:24])[CH:19]=[CH:20][CH:21]=3)[CH:5]=[CH:4][N:3]=2)[CH2:35][CH2:34]1. The catalyst class is: 51.